From a dataset of Forward reaction prediction with 1.9M reactions from USPTO patents (1976-2016). Predict the product of the given reaction. (1) Given the reactants [C:1]([O:5][C:6]([N:8]1[CH2:13][CH2:12][N:11]([C:14]2[CH:19]=[CH:18][C:17]([N+:20]([O-:22])=[O:21])=[CH:16][CH:15]=2)[CH2:10][CH2:9]1)=[O:7])([CH3:4])([CH3:3])[CH3:2].[Cl:23]N1C(=O)CCC1=O, predict the reaction product. The product is: [C:1]([O:5][C:6]([N:8]1[CH2:13][CH2:12][N:11]([C:14]2[CH:15]=[CH:16][C:17]([N+:20]([O-:22])=[O:21])=[CH:18][CH:19]=2)[CH2:10][CH:9]1[Cl:23])=[O:7])([CH3:4])([CH3:2])[CH3:3]. (2) Given the reactants C([O:3][C:4](=[O:30])[CH:5]([O:27][CH2:28][CH3:29])[CH2:6][C:7]1[CH:12]=[CH:11][C:10]([O:13][CH2:14][CH2:15][C:16]2[CH:21]=[CH:20][C:19]([NH:22][S:23]([CH3:26])(=[O:25])=[O:24])=[CH:18][CH:17]=2)=[CH:9][CH:8]=1)C.O.[OH-].[Li+], predict the reaction product. The product is: [CH2:28]([O:27][CH:5]([CH2:6][C:7]1[CH:8]=[CH:9][C:10]([O:13][CH2:14][CH2:15][C:16]2[CH:17]=[CH:18][C:19]([NH:22][S:23]([CH3:26])(=[O:24])=[O:25])=[CH:20][CH:21]=2)=[CH:11][CH:12]=1)[C:4]([OH:30])=[O:3])[CH3:29]. (3) The product is: [Cl:43][CH2:45][CH2:46][CH:47]([C:53]1[CH:58]=[CH:57][CH:56]=[CH:55][CH:54]=1)[CH2:48][C:49]1[O:28][C:26](/[CH:25]=[CH:24]/[C:14]2[CH:15]=[CH:16][C:17]([N:18]3[CH:22]=[C:21]([CH3:23])[N:20]=[CH:19]3)=[C:12]([O:11][CH3:10])[CH:13]=2)=[N:52][N:51]=1. Given the reactants C(N(C(C)C)CC)(C)C.[CH3:10][O:11][C:12]1[CH:13]=[C:14](/[CH:24]=[CH:25]/[C:26]([OH:28])=O)[CH:15]=[CH:16][C:17]=1[N:18]1[CH:22]=[C:21]([CH3:23])[N:20]=[CH:19]1.C1N(P([Cl:43])(N2C(=O)OCC2)=O)C(=O)OC1.O[CH2:45][CH2:46][CH:47]([C:53]1[CH:58]=[CH:57][CH:56]=[CH:55][CH:54]=1)[CH2:48][C:49]([NH:51][NH2:52])=O, predict the reaction product. (4) Given the reactants [CH3:1][O:2][C:3]1[CH:26]=[CH:25][C:6]([CH2:7][N:8]2[CH:12]=[C:11]([C:13]3[N:14]=[C:15]([NH:18][C:19]4[CH:24]=[CH:23][CH:22]=[CH:21][N:20]=4)[S:16][CH:17]=3)[CH:10]=[N:9]2)=[CH:5][CH:4]=1.[Br:27]N1C(=O)CCC1=O, predict the reaction product. The product is: [CH3:1][O:2][C:3]1[CH:4]=[CH:5][C:6]([CH2:7][N:8]2[CH:12]=[C:11]([C:13]3[N:14]=[C:15]([NH:18][C:19]4[CH:24]=[CH:23][CH:22]=[CH:21][N:20]=4)[S:16][C:17]=3[Br:27])[CH:10]=[N:9]2)=[CH:25][CH:26]=1. (5) Given the reactants N(C(OC(C)C)=O)=NC(OC(C)C)=O.O[CH2:16][CH2:17][N:18]([CH3:32])[CH2:19][C:20]([NH:22][C:23]1[CH:28]=[CH:27][CH:26]=[C:25]([N+:29]([O-:31])=[O:30])[CH:24]=1)=O.C(P(CCCC)CCCC)CCC.Cl, predict the reaction product. The product is: [CH3:32][N:18]1[CH2:19][CH2:20][N:22]([C:23]2[CH:28]=[CH:27][CH:26]=[C:25]([N+:29]([O-:31])=[O:30])[CH:24]=2)[CH2:16][CH2:17]1. (6) Given the reactants [CH3:1][O:2][C:3](=[O:29])/[CH:4]=[CH:5]/[C:6]1[CH:7]=[C:8]2[C:25](=[CH:26][CH:27]=1)[O:24][C:11]1([CH2:16][CH2:15][CH2:14][N:13](C(OC(C)(C)C)=O)[CH2:12]1)[CH2:10][C:9]2=[O:28].[CH:30](=O)[C:31]1[CH:36]=[CH:35][CH:34]=[CH:33][CH:32]=1.[BH-](OC(C)=O)(OC(C)=O)OC(C)=O.[Na+].N, predict the reaction product. The product is: [CH3:1][O:2][C:3](=[O:29])/[CH:4]=[CH:5]/[C:6]1[CH:7]=[C:8]2[C:25](=[CH:26][CH:27]=1)[O:24][C:11]1([CH2:16][CH2:15][CH2:14][N:13]([CH2:30][C:31]3[CH:36]=[CH:35][CH:34]=[CH:33][CH:32]=3)[CH2:12]1)[CH2:10][C:9]2=[O:28]. (7) Given the reactants C(=O)([O-])[O-].[K+].[K+].[Cl:7][C:8]1[CH:13]=[CH:12][C:11]([C:14]2[N:15]([CH2:20][C:21]3[CH:26]=[CH:25][C:24]([O:27][CH3:28])=[CH:23][CH:22]=3)[C:16](=[O:19])[NH:17][N:18]=2)=[CH:10][CH:9]=1.Cl[CH2:30][C:31]([O:33][CH2:34][CH3:35])=[O:32], predict the reaction product. The product is: [Cl:7][C:8]1[CH:13]=[CH:12][C:11]([C:14]2[N:15]([CH2:20][C:21]3[CH:26]=[CH:25][C:24]([O:27][CH3:28])=[CH:23][CH:22]=3)[C:16](=[O:19])[N:17]([CH2:30][C:31]([O:33][CH2:34][CH3:35])=[O:32])[N:18]=2)=[CH:10][CH:9]=1. (8) Given the reactants C([O:3][C:4]([C:6]1[CH:7]=[C:8]2[C:16](=[CH:17][CH:18]=1)[NH:15][C:14]1[C:13](=[O:19])[NH:12][CH2:11][CH:10]([CH3:20])[C:9]2=1)=[O:5])C.[OH-].[Li+].Cl, predict the reaction product. The product is: [CH3:20][CH:10]1[C:9]2[C:8]3[C:16](=[CH:17][CH:18]=[C:6]([C:4]([OH:5])=[O:3])[CH:7]=3)[NH:15][C:14]=2[C:13](=[O:19])[NH:12][CH2:11]1. (9) Given the reactants [Br:1][C:2]1[C:14]2[C:13]3[C:8](=[CH:9]C(C=C)=[CH:11][CH:12]=3)[NH:7][C:6]=2[C:5]([C:17]([NH2:19])=[O:18])=[CH:4][CH:3]=1.C[N+]1([O-])CC[O:24]CC1.S([O-])([O-])=O.[Na+].[Na+].[CH3:34][C:35]([CH3:37])=[O:36], predict the reaction product. The product is: [Br:1][C:2]1[C:14]2[C:13]3[C:8](=[CH:9][C:34]([CH:35]([OH:36])[CH2:37][OH:24])=[CH:11][CH:12]=3)[NH:7][C:6]=2[C:5]([C:17]([NH2:19])=[O:18])=[CH:4][CH:3]=1. (10) Given the reactants C(OC([N:8]1[CH2:12][CH2:11][CH:10]([O:13][CH2:14][C:15]2[CH:20]=[CH:19][C:18]([Cl:21])=[CH:17][CH:16]=2)[CH2:9]1)=O)(C)(C)C, predict the reaction product. The product is: [Cl:21][C:18]1[CH:19]=[CH:20][C:15]([CH2:14][O:13][CH:10]2[CH2:11][CH2:12][NH:8][CH2:9]2)=[CH:16][CH:17]=1.